From a dataset of Full USPTO retrosynthesis dataset with 1.9M reactions from patents (1976-2016). Predict the reactants needed to synthesize the given product. (1) Given the product [CH3:15][O:14][C:8]1[CH:9]=[C:10]([O:12][CH3:13])[CH:11]=[C:2]2[C:3]=1[CH2:4][NH:21][CH:20]=[N:1]2, predict the reactants needed to synthesize it. The reactants are: [NH2:1][C:2]1[CH:11]=[C:10]([O:12][CH3:13])[CH:9]=[C:8]([O:14][CH3:15])[C:3]=1[C:4](OC)=O.C(O)(=O)C.[CH:20](N)=[NH:21]. (2) Given the product [N+:10]([O-:13])([O-:12])=[O:11].[Al+3:14].[N+:15]([O-:18])([O-:17])=[O:16].[N+:19]([O-:22])([O-:21])=[O:20].[N+:23]([O-:26])([O-:25])=[O:24].[Mg+2:27].[N+:28]([O-:31])([O-:30])=[O:29], predict the reactants needed to synthesize it. The reactants are: O.O.O.O.O.O.O.O.O.[N+:10]([O-:13])([O-:12])=[O:11].[Al+3:14].[N+:15]([O-:18])([O-:17])=[O:16].[N+:19]([O-:22])([O-:21])=[O:20].[N+:23]([O-:26])([O-:25])=[O:24].[Mg+2:27].[N+:28]([O-:31])([O-:30])=[O:29].[N+]([O-])(O)=O. (3) Given the product [Cl:8][C:6]1[CH:5]=[C:4]([C:9]2([C:24]([F:26])([F:25])[F:27])[CH2:13][CH2:12][N:11]([C:14]3[S:15][C:16]4[C:22]([NH:23][C:35](=[O:38])[CH2:36][CH3:37])=[CH:21][CH:20]=[CH:19][C:17]=4[N:18]=3)[CH2:10]2)[CH:3]=[C:2]([Cl:1])[CH:7]=1, predict the reactants needed to synthesize it. The reactants are: [Cl:1][C:2]1[CH:3]=[C:4]([C:9]2([C:24]([F:27])([F:26])[F:25])[CH2:13][CH2:12][N:11]([C:14]3[S:15][C:16]4[C:22]([NH2:23])=[CH:21][CH:20]=[CH:19][C:17]=4[N:18]=3)[CH2:10]2)[CH:5]=[C:6]([Cl:8])[CH:7]=1.C(N(CC)CC)C.[C:35](Cl)(=[O:38])[CH2:36][CH3:37]. (4) The reactants are: [F:1][C:2]1[CH:22]=[CH:21][C:5]([CH2:6][CH:7]2[CH2:12][CH:11]([C:13]([O:15]C)=[O:14])[CH2:10][CH2:9][N:8]2[C:17]([O:19][CH3:20])=[O:18])=[CH:4][CH:3]=1.[Br-].[Li+].C(N(CC)CC)C.CC(OC)(C)C. Given the product [F:1][C:2]1[CH:3]=[CH:4][C:5]([CH2:6][CH:7]2[CH2:12][CH:11]([C:13]([OH:15])=[O:14])[CH2:10][CH2:9][N:8]2[C:17]([O:19][CH3:20])=[O:18])=[CH:21][CH:22]=1, predict the reactants needed to synthesize it. (5) Given the product [C:25]([O:24][C:22]([N:29]1[CH2:34][CH2:33][CH:32]([CH2:35][C:36](=[O:37])[NH:21][C:18]2[S:19][C:20]3[C:13]([N:12]4[C:8]([C:3]5[CH:4]=[CH:5][CH:6]=[CH:7][C:2]=5[Cl:1])=[CH:9][N:10]=[CH:11]4)=[N:14][NH:15][C:16]=3[N:17]=2)[CH2:31][CH2:30]1)=[O:23])([CH3:28])([CH3:27])[CH3:26], predict the reactants needed to synthesize it. The reactants are: [Cl:1][C:2]1[CH:7]=[CH:6][CH:5]=[CH:4][C:3]=1[C:8]1[N:12]([C:13]2[C:20]3[S:19][C:18]([NH2:21])=[N:17][C:16]=3[NH:15][N:14]=2)[CH:11]=[N:10][CH:9]=1.[C:22]([N:29]1[CH2:34][CH2:33][CH:32]([CH2:35][C:36](O)=[O:37])[CH2:31][CH2:30]1)([O:24][C:25]([CH3:28])([CH3:27])[CH3:26])=[O:23].CN(C(ON1N=NC2C=CC=NC1=2)=[N+](C)C)C.F[P-](F)(F)(F)(F)F.C(N(C(C)C)CC)(C)C.CN(C)CCN.